Task: Predict hERG channel inhibition at various concentrations.. Dataset: hERG Central: cardiac toxicity at 1µM, 10µM, and general inhibition (1) The compound is COc1ccc(CNC(=S)Nc2ccc3nc(N4CCN(C)CC4)cc(C)c3c2)cc1. Results: hERG_inhib (hERG inhibition (general)): blocker. (2) The molecule is CCCCN(CCCC)CCNC(=O)c1cn(C)c2ccc(S(=O)(=O)N3CCCC3)cc2c1=O. Results: hERG_inhib (hERG inhibition (general)): blocker. (3) The molecule is CCN1CCN(c2nc(Nc3ccc(C)c(C)c3)nc(N)c2[N+](=O)[O-])CC1. Results: hERG_inhib (hERG inhibition (general)): blocker.